This data is from Reaction yield outcomes from USPTO patents with 853,638 reactions. The task is: Predict the reaction yield, written as a fraction of the theoretical maximum amount of product (1.0 means a 100% yield; for example, 0.34 means a 34% yield). (1) The reactants are Cl.[NH2:2][C:3]1[CH:7]=[CH:6][NH:5][C:4]=1[C:8]([O:10][CH2:11][CH3:12])=[O:9].C(N(C(C)C)C(C)C)C.[Cl:22][C:23]1[CH:24]=[CH:25][C:26]([CH:46]=O)=[C:27]([C@H:29]([N:31]([C:39]([O:41][C:42]([CH3:45])([CH3:44])[CH3:43])=[O:40])[C:32]([O:34][C:35]([CH3:38])([CH3:37])[CH3:36])=[O:33])[CH3:30])[CH:28]=1.CC(O)=O.[B-]C#N.[Na+]. The catalyst is CCO.O. The product is [C:42]([O:41][C:39]([N:31]([C:32]([O:34][C:35]([CH3:36])([CH3:38])[CH3:37])=[O:33])[C@@H:29]([C:27]1[CH:28]=[C:23]([Cl:22])[CH:24]=[CH:25][C:26]=1[CH2:46][NH:2][C:3]1[CH:7]=[CH:6][NH:5][C:4]=1[C:8]([O:10][CH2:11][CH3:12])=[O:9])[CH3:30])=[O:40])([CH3:45])([CH3:43])[CH3:44]. The yield is 1.00. (2) The yield is 0.730. The product is [Cl:31][C:32]1[N:37]=[CH:36][C:35]([S:38]([N:11]2[C:7]([C:1]3[CH:6]=[CH:5][CH:4]=[CH:3][CH:2]=3)=[CH:8][C:9]([CH:12]=[O:13])=[CH:10]2)(=[O:40])=[O:39])=[CH:34][CH:33]=1. The reactants are [C:1]1([C:7]2[NH:11][CH:10]=[C:9]([CH:12]=[O:13])[CH:8]=2)[CH:6]=[CH:5][CH:4]=[CH:3][CH:2]=1.[H-].[Na+].C1OCCOCCOCCOCCOC1.[Cl:31][C:32]1[N:37]=[CH:36][C:35]([S:38](Cl)(=[O:40])=[O:39])=[CH:34][CH:33]=1. The catalyst is O1CCCC1.C(OCC)(=O)C. (3) The reactants are OC1C=CC([CH2:8][C:9]#[N:10])=CC=1.[CH2:11]=[O:12].[OH2:13].[C:14]1([CH3:24])[CH:19]=[CH:18][C:17](S(O)(=O)=O)=[CH:16][CH:15]=1. The catalyst is C1(C)C=CC=CC=1. The product is [O:12]1[C:15]2[CH:16]=[CH:17][C:18]([CH2:8][C:9]#[N:10])=[CH:19][C:14]=2[CH2:24][O:13][CH2:11]1. The yield is 0.320. (4) The reactants are [CH3:1][C:2]1[N:3]=[CH:4][N:5]([C:7]2[CH:14]=[CH:13][C:12]([N+:15]([O-])=O)=[CH:11][C:8]=2[C:9]#[N:10])[CH:6]=1. The catalyst is C(OCC)(=O)C.[Pd]. The product is [NH2:15][C:12]1[CH:13]=[CH:14][C:7]([N:5]2[CH:6]=[C:2]([CH3:1])[N:3]=[CH:4]2)=[C:8]([CH:11]=1)[C:9]#[N:10]. The yield is 0.800.